This data is from Catalyst prediction with 721,799 reactions and 888 catalyst types from USPTO. The task is: Predict which catalyst facilitates the given reaction. Reactant: Cl.FC1C=C(C=CC=1)CN1C=C(C2C3C(=NC=C(C4C=CC(C5CCNCC5)=CC=4)C=3)N(S(C3C=CC(C)=CC=3)(=O)=O)C=2)C=N1.[F:46][C:47]1[CH:52]=[C:51]([C:53]2[CH:54]=[C:55]3[C:61]([C:62]4[CH:63]=[N:64][N:65]([CH2:67][CH2:68][C:69]5[CH:74]=[CH:73][CH:72]=[CH:71][CH:70]=5)[CH:66]=4)=[CH:60][N:59](S(C4C=CC(C)=CC=4)(=O)=O)[C:56]3=[N:57][CH:58]=2)[CH:50]=[CH:49][C:48]=1[CH:85]1[CH2:90][CH2:89][N:88]([C:91]([O:93][C:94]([CH3:97])([CH3:96])[CH3:95])=[O:92])[CH2:87][CH2:86]1.[OH-].[Na+]. Product: [F:46][C:47]1[CH:52]=[C:51]([C:53]2[CH:54]=[C:55]3[C:61]([C:62]4[CH:63]=[N:64][N:65]([CH2:67][CH2:68][C:69]5[CH:74]=[CH:73][CH:72]=[CH:71][CH:70]=5)[CH:66]=4)=[CH:60][NH:59][C:56]3=[N:57][CH:58]=2)[CH:50]=[CH:49][C:48]=1[CH:85]1[CH2:90][CH2:89][N:88]([C:91]([O:93][C:94]([CH3:97])([CH3:96])[CH3:95])=[O:92])[CH2:87][CH2:86]1. The catalyst class is: 87.